Predict the product of the given reaction. From a dataset of Forward reaction prediction with 1.9M reactions from USPTO patents (1976-2016). Given the reactants C(OC([N:8]1[CH2:12][CH2:11][CH2:10][C@@H:9]1[CH2:13][O:14][C:15]1[CH:20]=[CH:19][C:18]([O:21][C:22]2[CH:27]=[CH:26][C:25]([Cl:28])=[CH:24][CH:23]=2)=[CH:17][CH:16]=1)=O)(C)(C)C.Cl, predict the reaction product. The product is: [ClH:28].[Cl:28][C:25]1[CH:26]=[CH:27][C:22]([O:21][C:18]2[CH:19]=[CH:20][C:15]([O:14][CH2:13][C@H:9]3[CH2:10][CH2:11][CH2:12][NH:8]3)=[CH:16][CH:17]=2)=[CH:23][CH:24]=1.